From a dataset of Peptide-MHC class II binding affinity with 134,281 pairs from IEDB. Regression. Given a peptide amino acid sequence and an MHC pseudo amino acid sequence, predict their binding affinity value. This is MHC class II binding data. (1) The peptide sequence is NAAYNAADHAAPEDK. The MHC is DRB3_0101 with pseudo-sequence DRB3_0101. The binding affinity (normalized) is 0.234. (2) The peptide sequence is ANWIEIMRIKKLTIT. The MHC is DRB1_0301 with pseudo-sequence DRB1_0301. The binding affinity (normalized) is 0.369. (3) The peptide sequence is RDLLLIVTRIVELLGR. The MHC is H-2-IAd with pseudo-sequence H-2-IAd. The binding affinity (normalized) is 0.403. (4) The peptide sequence is QKRTLSLLQYARYPI. The MHC is DRB3_0101 with pseudo-sequence DRB3_0101. The binding affinity (normalized) is 0. (5) The peptide sequence is ADKVAATAANAAPAN. The MHC is HLA-DPA10201-DPB11401 with pseudo-sequence HLA-DPA10201-DPB11401. The binding affinity (normalized) is 0.552.